This data is from Peptide-MHC class II binding affinity with 134,281 pairs from IEDB. The task is: Regression. Given a peptide amino acid sequence and an MHC pseudo amino acid sequence, predict their binding affinity value. This is MHC class II binding data. (1) The peptide sequence is DPVKLVKMWEDEVKD. The MHC is DRB1_0301 with pseudo-sequence DRB1_0301. The binding affinity (normalized) is 0.0802. (2) The peptide sequence is ISPSFLVYSFFVHDL. The MHC is HLA-DPA10103-DPB10401 with pseudo-sequence HLA-DPA10103-DPB10401. The binding affinity (normalized) is 1.00.